From a dataset of Catalyst prediction with 721,799 reactions and 888 catalyst types from USPTO. Predict which catalyst facilitates the given reaction. (1) Reactant: [C:1]([NH:4][C:5]([CH2:16][C:17]1[CH:22]=[CH:21][C:20]([CH3:23])=[C:19]([CH3:24])[CH:18]=1)(C(OCC)=O)[C:6]([O:8]CC)=[O:7])(=[O:3])[CH3:2].[OH-].[K+].C(O)C. Product: [C:1]([NH:4][CH:5]([C:6]([OH:8])=[O:7])[CH2:16][C:17]1[CH:22]=[CH:21][C:20]([CH3:23])=[C:19]([CH3:24])[CH:18]=1)(=[O:3])[CH3:2]. The catalyst class is: 6. (2) The catalyst class is: 235. Reactant: [CH2:1]([N:5]1[C:9]([CH2:10][C:11]([OH:14])([CH3:13])[CH3:12])=[C:8](Br)[C:7]([C:16]#[N:17])=[N:6]1)[CH2:2][CH2:3][CH3:4].Cl.[NH2:19][C:20]1[CH:25]=[CH:24][CH:23]=[CH:22][C:21]=1B(O)O. Product: [NH2:19][C:20]1[CH:25]=[CH:24][CH:23]=[CH:22][C:21]=1[C:8]1[C:7]([C:16]#[N:17])=[N:6][N:5]([CH2:1][CH2:2][CH2:3][CH3:4])[C:9]=1[CH2:10][C:11]([OH:14])([CH3:13])[CH3:12].